This data is from hERG Central: cardiac toxicity at 1µM, 10µM, and general inhibition. The task is: Predict hERG channel inhibition at various concentrations. (1) The drug is COc1ccccc1-c1cc2nc(C)c(CCC(=O)NC(C)CCc3ccco3)c(C)n2n1. Results: hERG_inhib (hERG inhibition (general)): blocker. (2) The drug is Cc1nc2ccccn2c(=O)c1CCN1CCC(C(=O)c2ccc(F)cc2)CC1. Results: hERG_inhib (hERG inhibition (general)): blocker.